From a dataset of Forward reaction prediction with 1.9M reactions from USPTO patents (1976-2016). Predict the product of the given reaction. Given the reactants Br[C:2]1[CH:7]=[CH:6][C:5]2[O:8][CH2:9][O:10][C:4]=2[CH:3]=1.Cl[C:12]1[CH:17]=[CH:16][C:15](B(O)O)=[CH:14][CH:13]=1.[F-].[K+].[O:23]1[CH2:28]CCCO1, predict the reaction product. The product is: [CH:28]([C:12]1[CH:17]=[CH:16][C:15]([C:2]2[CH:7]=[CH:6][C:5]3[O:8][CH2:9][O:10][C:4]=3[CH:3]=2)=[CH:14][CH:13]=1)=[O:23].